This data is from Catalyst prediction with 721,799 reactions and 888 catalyst types from USPTO. The task is: Predict which catalyst facilitates the given reaction. (1) Reactant: [CH:1]([C@H:4]1[C:12]2[C:7](=[CH:8][C:9]([C:13]([OH:15])=O)=[CH:10][CH:11]=2)[C:6](=[O:16])[N:5]1[CH2:17][C@H:18]1[CH2:23][CH2:22][C@H:21]([C:24]([F:27])([F:26])[F:25])[CH2:20][CH2:19]1)([CH3:3])[CH3:2].[CH2:28]([S:30]([C:33]1[CH:38]=[CH:37][C:36]([CH2:39][NH2:40])=[CH:35][CH:34]=1)(=[O:32])=[O:31])[CH3:29].CN(C(ON1N=NC2C=CC=NC1=2)=[N+](C)C)C.F[P-](F)(F)(F)(F)F.CCN(C(C)C)C(C)C. Product: [CH2:28]([S:30]([C:33]1[CH:38]=[CH:37][C:36]([CH2:39][NH:40][C:13]([C:9]2[CH:8]=[C:7]3[C:12](=[CH:11][CH:10]=2)[C@H:4]([CH:1]([CH3:2])[CH3:3])[N:5]([CH2:17][C@H:18]2[CH2:19][CH2:20][C@H:21]([C:24]([F:26])([F:25])[F:27])[CH2:22][CH2:23]2)[C:6]3=[O:16])=[O:15])=[CH:35][CH:34]=1)(=[O:32])=[O:31])[CH3:29]. The catalyst class is: 384. (2) Reactant: [CH2:1]([O:3][C:4]([C:6]1[NH:7][C:8]2[C:13]([CH:14]=1)=[CH:12][C:11]([C:15]1[CH:16]=[N:17][CH:18]=[CH:19][CH:20]=1)=[CH:10][CH:9]=2)=[O:5])[CH3:2].Br[CH:22]([CH3:24])[CH3:23]. Product: [CH2:1]([O:3][C:4]([C:6]1[NH:7][C:8]2[C:13]([CH:14]=1)=[CH:12][C:11]([CH:15]1[CH2:20][CH2:19][CH2:18][N:17]([CH:22]([CH3:24])[CH3:23])[CH2:16]1)=[CH:10][CH:9]=2)=[O:5])[CH3:2]. The catalyst class is: 9. (3) Reactant: C[O:2][C:3]([C:5]1[CH:10]=[CH:9][C:8]([C:11]2[CH:16]=[CH:15][CH:14]=[CH:13][C:12]=2[O:17][CH3:18])=[C:7]([CH3:19])[CH:6]=1)=[O:4].[OH-].[Na+].Cl. Product: [CH3:19][C:7]1[CH:6]=[C:5]([C:3]([OH:4])=[O:2])[CH:10]=[CH:9][C:8]=1[C:11]1[CH:16]=[CH:15][CH:14]=[CH:13][C:12]=1[O:17][CH3:18]. The catalyst class is: 7.